Task: Predict the reactants needed to synthesize the given product.. Dataset: Full USPTO retrosynthesis dataset with 1.9M reactions from patents (1976-2016) (1) Given the product [CH:1]1([NH:4][C:5]([C:7]2[C:15]3[C:10](=[CH:11][C:12]([OH:16])=[CH:13][CH:14]=3)[N:9]([CH3:18])[C:8]=2[CH3:19])=[O:6])[CH2:2][CH2:3]1, predict the reactants needed to synthesize it. The reactants are: [CH:1]1([NH:4][C:5]([C:7]2[C:15]3[C:10](=[CH:11][C:12]([O:16]C)=[CH:13][CH:14]=3)[N:9]([CH3:18])[C:8]=2[CH3:19])=[O:6])[CH2:3][CH2:2]1.B(Br)(Br)Br. (2) Given the product [NH2:9][C@@:8]1([C:3]2[CH:4]=[CH:5][CH:6]=[CH:7][C:2]=2[F:1])[CH2:15][C@@H:14]([O:16][CH3:17])[CH2:13][C@H:12]1[CH2:11][OH:10], predict the reactants needed to synthesize it. The reactants are: [F:1][C:2]1[CH:7]=[CH:6][CH:5]=[CH:4][C:3]=1[C@:8]12[CH2:15][C@@H:14]([O:16][CH3:17])[CH2:13][C@H:12]1[CH2:11][O:10][NH:9]2. (3) Given the product [CH2:16]([NH:15][C:6]1[CH:7]=[C:8]([C:11]([F:12])([F:13])[F:14])[CH:9]=[CH:10][C:5]=1[CH:4]=[O:19])[CH2:17][CH3:18], predict the reactants needed to synthesize it. The reactants are: CON(C)[C:4](=[O:19])[C:5]1[CH:10]=[CH:9][C:8]([C:11]([F:14])([F:13])[F:12])=[CH:7][C:6]=1[NH:15][CH2:16][CH2:17][CH3:18].[H-].[Al+3].[Li+].[H-].[H-].[H-]. (4) The reactants are: [CH3:1][N:2]([CH2:15][CH2:16][N:17]1[CH2:22][CH2:21][O:20][CH2:19][CH2:18]1)[S:3]([C:6]1[CH:10]=[CH:9][S:8][C:7]=1[C:11]([O:13]C)=[O:12])(=[O:5])=[O:4].C1COCC1.[OH-].[Li+]. Given the product [CH3:1][N:2]([CH2:15][CH2:16][N:17]1[CH2:22][CH2:21][O:20][CH2:19][CH2:18]1)[S:3]([C:6]1[CH:10]=[CH:9][S:8][C:7]=1[C:11]([OH:13])=[O:12])(=[O:5])=[O:4], predict the reactants needed to synthesize it.